This data is from Forward reaction prediction with 1.9M reactions from USPTO patents (1976-2016). The task is: Predict the product of the given reaction. (1) Given the reactants [F:1][C:2]1[CH:11]=[CH:10][CH:9]=[C:8]([F:12])[C:3]=1[C:4]([NH:6][CH3:7])=O.B.CSC, predict the reaction product. The product is: [F:1][C:2]1[CH:11]=[CH:10][CH:9]=[C:8]([F:12])[C:3]=1[CH2:4][NH:6][CH3:7]. (2) Given the reactants C(OC([NH:8][C@@H:9]1[CH2:14][CH2:13][CH2:12][N:11]([C:15]2[N:16]([CH2:42][C:43]3[CH:48]=[CH:47][CH:46]=[CH:45][C:44]=3[Cl:49])[C:17]3[C:22](=[O:23])[N:21]([CH3:24])[C:20]4=[C:25]([C:37]([O:39][CH3:40])=[O:38])[N:26]([CH2:28][C:29]5[CH:34]=[CH:33][C:32]([O:35][CH3:36])=[CH:31][CH:30]=5)[N:27]=[C:19]4[C:18]=3[N:41]=2)[CH2:10]1)=O)(C)(C)C, predict the reaction product. The product is: [ClH:49].[NH2:8][C@@H:9]1[CH2:14][CH2:13][CH2:12][N:11]([C:15]2[N:16]([CH2:42][C:43]3[CH:48]=[CH:47][CH:46]=[CH:45][C:44]=3[Cl:49])[C:17]3[C:22](=[O:23])[N:21]([CH3:24])[C:20]4=[C:25]([C:37]([O:39][CH3:40])=[O:38])[N:26]([CH2:28][C:29]5[CH:30]=[CH:31][C:32]([O:35][CH3:36])=[CH:33][CH:34]=5)[N:27]=[C:19]4[C:18]=3[N:41]=2)[CH2:10]1. (3) Given the reactants [Cl:1][C:2]1[CH:34]=[CH:33][C:5]([CH2:6][CH:7]2[CH2:11][CH2:10][C:9]([CH2:13][CH2:14]OS(C3C=CC(C)=CC=3)(=O)=O)([CH3:12])[C:8]2([OH:32])[CH2:26][N:27]2[CH:31]=[N:30][CH:29]=[N:28]2)=[CH:4][CH:3]=1.CN(C=O)C.[Cl-:40].[Li+], predict the reaction product. The product is: [Cl:1][C:2]1[CH:3]=[CH:4][C:5]([CH2:6][CH:7]2[C:8]([CH2:26][N:27]3[CH:31]=[N:30][CH:29]=[N:28]3)([OH:32])[C:9]([CH2:12][Cl:40])([CH2:13][CH3:14])[CH2:10][CH2:11]2)=[CH:33][CH:34]=1.